This data is from Catalyst prediction with 721,799 reactions and 888 catalyst types from USPTO. The task is: Predict which catalyst facilitates the given reaction. (1) Reactant: C1([C@H](C2C=CC=[C:11]([O:15][CH2:16][C:17]3[CH:22]=[CH:21][C:20](C4C=C(OC)C=CC=4F)=[C:19]([C@@H:32]4[CH2:36][CH2:35]C[C:33]4([CH3:38])C)[CH:18]=3)C=2)CC(O)=O)CC1.C[O:40][C:41]1[CH:42]=[CH:43][CH:44]=[C:45]([O:66]C)C=1C1C=CC=CC=1P(C1CCCCC1)C1CCCCC1.[O-:68]P([O-])([O-])=O.[K+].[K+].[K+].[OH2:76]. Product: [O:76]1[CH2:38][CH:33]=[C:32]([C:19]2[CH:18]=[C:17]([CH:22]=[CH:21][C:20]=2[O:66][CH:45]2[CH2:44][CH2:43][CH2:42][CH2:41][O:40]2)[C:16]([O:15][CH3:11])=[O:68])[CH2:36][CH2:35]1. The catalyst class is: 274. (2) Reactant: [NH2:1][C:2]1[C:7]([N:8]=[N:9][C:10]2[CH:11]=[N:12][CH:13]=[CH:14][CH:15]=2)=[CH:6][CH:5]=[C:4]([NH2:16])[N:3]=1.[C:17]1(=[O:24])[O:23][C:21](=[O:22])[CH2:20][CH2:19][CH2:18]1. Product: [NH2:1][C:2]1[N:3]=[C:4]([NH:16][C:17](=[O:24])[CH2:18][CH2:19][CH2:20][C:21]([OH:23])=[O:22])[CH:5]=[CH:6][C:7]=1[N:8]=[N:9][C:10]1[CH:11]=[N:12][CH:13]=[CH:14][CH:15]=1. The catalyst class is: 7.